This data is from Full USPTO retrosynthesis dataset with 1.9M reactions from patents (1976-2016). The task is: Predict the reactants needed to synthesize the given product. Given the product [NH2:11][C@H:12]1[CH2:16][CH2:15][N:14]([C:17]2[N:25]3[C:21](=[N:22][C:23]4[CH:29]=[CH:28][CH:27]=[CH:26][C:24]=43)[C:20]([C:30]#[N:31])=[C:19]([CH3:32])[C:18]=2[CH2:33][CH3:34])[C:13]1=[O:35], predict the reactants needed to synthesize it. The reactants are: C(OC([NH:11][C@H:12]1[CH2:16][CH2:15][N:14]([C:17]2[N:25]3[C:21](=[N:22][C:23]4[CH:29]=[CH:28][CH:27]=[CH:26][C:24]=43)[C:20]([C:30]#[N:31])=[C:19]([CH3:32])[C:18]=2[CH2:33][CH3:34])[C:13]1=[O:35])=O)C1C=CC=CC=1.